This data is from Reaction yield outcomes from USPTO patents with 853,638 reactions. The task is: Predict the reaction yield, written as a fraction of the theoretical maximum amount of product (1.0 means a 100% yield; for example, 0.34 means a 34% yield). (1) The reactants are Br[C:2]1[CH:3]=[C:4]2[C:9](=[CH:10][CH:11]=1)[NH:8][C:7](=[O:12])[N:6]([CH:13]1[CH2:18][CH2:17][NH:16][CH2:15][CH2:14]1)[CH2:5]2.[CH3:19][N:20](C)C=O. The catalyst is [C-]#N.[Zn+2].[C-]#N.C1C=CC([P]([Pd]([P](C2C=CC=CC=2)(C2C=CC=CC=2)C2C=CC=CC=2)([P](C2C=CC=CC=2)(C2C=CC=CC=2)C2C=CC=CC=2)[P](C2C=CC=CC=2)(C2C=CC=CC=2)C2C=CC=CC=2)(C2C=CC=CC=2)C2C=CC=CC=2)=CC=1. The product is [O:12]=[C:7]1[N:6]([CH:13]2[CH2:18][CH2:17][NH:16][CH2:15][CH2:14]2)[CH2:5][C:4]2[C:9](=[CH:10][CH:11]=[C:2]([C:19]#[N:20])[CH:3]=2)[NH:8]1. The yield is 0.380. (2) The reactants are [O:1]1[CH2:5][CH2:4][O:3][CH:2]1[C:6]1[CH:7]=[C:8]([C:13]([C:15]2[C:24]([N+:25]([O-])=O)=[C:23]3[C:18]([CH:19]=[CH:20][CH:21]=[N:22]3)=[CH:17][CH:16]=2)=[O:14])[CH:9]=[CH:10][C:11]=1[F:12]. The catalyst is C1COCC1.[Pd]. The product is [NH2:25][C:24]1[C:15]([C:13]([C:8]2[CH:9]=[CH:10][C:11]([F:12])=[C:6]([CH:2]3[O:3][CH2:4][CH2:5][O:1]3)[CH:7]=2)=[O:14])=[CH:16][CH:17]=[C:18]2[C:23]=1[N:22]=[CH:21][CH:20]=[CH:19]2. The yield is 0.580. (3) The reactants are [Cl:1][C:2]1[CH:7]=[CH:6][CH:5]=[CH:4][C:3]=1[N:8]=[C:9]=[O:10].[CH3:11][CH:12]([CH3:35])[CH:13]([NH:18][C:19]([C:21]1[S:22][C:23]([C:26]2[CH:31]=[CH:30][C:29]([N+:32]([O-])=O)=[CH:28][CH:27]=2)=[CH:24][N:25]=1)=[O:20])[C:14]([O:16][CH3:17])=[O:15]. No catalyst specified. The product is [Cl:1][C:2]1[CH:7]=[CH:6][CH:5]=[CH:4][C:3]=1[NH:8][C:9](=[O:10])[NH:32][C:29]1[CH:30]=[CH:31][C:26]([C:23]2[S:22][C:21]([C:19]([NH:18][CH:13]([CH:12]([CH3:35])[CH3:11])[C:14]([O:16][CH3:17])=[O:15])=[O:20])=[N:25][CH:24]=2)=[CH:27][CH:28]=1. The yield is 0.870. (4) The reactants are [H-].[Na+].[CH2:3]([N:10]1[CH:14]=[C:13]([CH:15](OS(C)(=O)=O)[CH:16]2[CH2:20][CH2:19][C:18](=[O:21])[N:17]2[CH2:22][CH2:23][NH:24][C:25]([O:27][C:28]([CH3:31])([CH3:30])[CH3:29])=[O:26])[C:12]([CH3:37])=[N:11]1)[C:4]1[CH:9]=[CH:8][CH:7]=[CH:6][CH:5]=1. The catalyst is C1COCC1. The product is [CH2:3]([N:10]1[CH:14]=[C:13]([C@@H:15]2[N:24]([C:25]([O:27][C:28]([CH3:31])([CH3:30])[CH3:29])=[O:26])[CH2:23][CH2:22][N:17]3[C:18](=[O:21])[CH2:19][CH2:20][C@@H:16]23)[C:12]([CH3:37])=[N:11]1)[C:4]1[CH:9]=[CH:8][CH:7]=[CH:6][CH:5]=1. The yield is 0.910. (5) The reactants are [BH4-].[Na+].[CH:3]([CH:6]1[CH2:14][C:13]2[C:8](=[C:9]([C:15]3[CH:20]=[CH:19][C:18]([C:21]([CH3:24])([CH3:23])[CH3:22])=[CH:17][CH:16]=3)[CH:10]=[CH:11][CH:12]=2)[C:7]1=O)([CH3:5])[CH3:4].C1(C)C=CC=CC=1.S(=O)(=O)(O)O. The catalyst is CO. The product is [CH:3]([C:6]1[CH2:14][C:13]2[C:8]([CH:7]=1)=[C:9]([C:15]1[CH:20]=[CH:19][C:18]([C:21]([CH3:23])([CH3:22])[CH3:24])=[CH:17][CH:16]=1)[CH:10]=[CH:11][CH:12]=2)([CH3:5])[CH3:4]. The yield is 0.960. (6) The yield is 0.990. The product is [Br:20][C:16]1[CH:17]=[CH:18][C:19]2[N:7]([C:1]3[CH:2]=[CH:3][CH:4]=[CH:5][CH:6]=3)[C:8]3[C:13]([C:14]=2[CH:15]=1)=[CH:12][CH:11]=[CH:10][CH:9]=3. The catalyst is C(OCC)(=O)C. The reactants are [C:1]1([N:7]2[C:19]3[CH:18]=[CH:17][CH:16]=[CH:15][C:14]=3[C:13]3[C:8]2=[CH:9][CH:10]=[CH:11][CH:12]=3)[CH:6]=[CH:5][CH:4]=[CH:3][CH:2]=1.[Br:20]N1C(=O)CCC1=O.C1(C)C=CC=CC=1. (7) The reactants are [Cl:1][C:2]1[CH:3]=[C:4]([CH:10]=[CH:11][C:12]=1[Cl:13])[CH:5]=[CH:6][C:7]([OH:9])=[O:8].[C:14](=O)([O-])[O-].[Cs+].[Cs+].CI.O. The catalyst is CN(C=O)C. The product is [Cl:1][C:2]1[CH:3]=[C:4]([CH:10]=[CH:11][C:12]=1[Cl:13])[CH:5]=[CH:6][C:7]([O:9][CH3:14])=[O:8]. The yield is 0.970.